Regression. Given two drug SMILES strings and cell line genomic features, predict the synergy score measuring deviation from expected non-interaction effect. From a dataset of Merck oncology drug combination screen with 23,052 pairs across 39 cell lines. Synergy scores: synergy=-5.89. Drug 2: CCC1=CC2CN(C1)Cc1c([nH]c3ccccc13)C(C(=O)OC)(c1cc3c(cc1OC)N(C)C1C(O)(C(=O)OC)C(OC(C)=O)C4(CC)C=CCN5CCC31C54)C2. Cell line: RKO. Drug 1: N#Cc1ccc(Cn2cncc2CN2CCN(c3cccc(Cl)c3)C(=O)C2)cc1.